This data is from Catalyst prediction with 721,799 reactions and 888 catalyst types from USPTO. The task is: Predict which catalyst facilitates the given reaction. Reactant: [CH2:1]([C@:3]12[CH2:19][CH2:18][C:17](=[O:20])[CH:16]=[C:4]1[CH2:5][CH2:6][CH2:7][C:8]1[CH:13]=[C:12]([O:14]C)[CH:11]=[CH:10][C:9]=12)[CH3:2].[CH2:21]([C@@:23]12[CH2:39][CH2:38][C:37](=[O:40])[CH:36]=[C:24]1[CH2:25][CH2:26][CH2:27][C:28]1[CH:33]=[C:32]([O:34]C)[CH:31]=[CH:30][C:29]=12)[CH3:22].N1C=CC=CC=1.[H][H]. Product: [CH2:1]([C@:3]12[CH2:19][CH2:18][C:17](=[O:20])[CH2:16][C@H:4]1[CH2:5][CH2:6][CH2:7][C:8]1[CH:13]=[C:12]([OH:14])[CH:11]=[CH:10][C:9]=12)[CH3:2].[CH2:21]([C@@:23]12[CH2:39][CH2:38][C:37](=[O:40])[CH2:36][C@@H:24]1[CH2:25][CH2:26][CH2:27][C:28]1[CH:33]=[C:32]([OH:34])[CH:31]=[CH:30][C:29]=12)[CH3:22]. The catalyst class is: 123.